From a dataset of Reaction yield outcomes from USPTO patents with 853,638 reactions. Predict the reaction yield, written as a fraction of the theoretical maximum amount of product (1.0 means a 100% yield; for example, 0.34 means a 34% yield). (1) The reactants are [CH:1]([C@:4]1([C:17]([N:19]2[CH2:28][CH2:27][C:26]3[C:21](=[CH:22][C:23]([C:29]([F:32])([F:31])[F:30])=[CH:24][CH:25]=3)[CH2:20]2)=[O:18])[CH2:8][CH2:7][C@@H:6]([NH:9]C(=O)OC(C)(C)C)[CH2:5]1)([CH3:3])[CH3:2]. The catalyst is Cl.O1CCOCC1. The product is [CH:1]([C@:4]1([C:17]([N:19]2[CH2:28][CH2:27][C:26]3[C:21](=[CH:22][C:23]([C:29]([F:32])([F:30])[F:31])=[CH:24][CH:25]=3)[CH2:20]2)=[O:18])[CH2:8][CH2:7][C@@H:6]([NH2:9])[CH2:5]1)([CH3:3])[CH3:2]. The yield is 0.940. (2) The reactants are [CH:1]([C:3]1[CH:12]=[CH:11][C:6]([C:7]([O:9][CH3:10])=[O:8])=[CH:5][CH:4]=1)=O.[CH2:13]([OH:16])[CH2:14][OH:15].O.C1(C)C=CC(S(O)(=O)=O)=CC=1. The catalyst is C1(C)C=CC=CC=1. The product is [O:15]1[CH2:14][CH2:13][O:16][CH:1]1[C:3]1[CH:12]=[CH:11][C:6]([C:7]([O:9][CH3:10])=[O:8])=[CH:5][CH:4]=1. The yield is 0.990.